The task is: Predict the reaction yield, written as a fraction of the theoretical maximum amount of product (1.0 means a 100% yield; for example, 0.34 means a 34% yield).. This data is from Reaction yield outcomes from USPTO patents with 853,638 reactions. (1) The reactants are [CH3:1][N:2]([CH3:6])[CH2:3][CH2:4][NH2:5].[CH3:7][C@@H:8]1[CH2:30][C:29]2[C:31](=[O:32])[C:24](=[C:25]([C:35]3[CH:40]=[CH:39][CH:38]=[CH:37][CH:36]=3)[C:26]([C:28]=2OC)=[O:27])[NH:23][C:21](=[O:22])[C:20]([CH3:41])=[CH:19][CH:18]=[CH:17][C@H:16]([O:42][CH3:43])[C@@H:15]([O:44][C:45]([NH2:47])=[O:46])[C:14]([CH3:48])=[CH:13][C@H:12]([CH3:49])[C@@H:11]([OH:50])[C@@H:10]([O:51][CH3:52])[CH2:9]1. The catalyst is C1COCC1. The product is [C:45](=[O:46])([O:44][C@@H:15]1[C@@H:16]([O:42][CH3:43])[CH:17]=[CH:18][CH:19]=[C:20]([CH3:41])[C:21](=[O:22])[NH:23][C:24]2[C:31](=[O:32])[C:29]([CH2:30][C@@H:8]([CH3:7])[CH2:9][C@H:10]([O:51][CH3:52])[C@H:11]([OH:50])[C@@H:12]([CH3:49])[CH:13]=[C:14]1[CH3:48])=[C:28]([NH:5][CH2:4][CH2:3][N:2]([CH3:6])[CH3:1])[C:26](=[O:27])[C:25]=2[C:35]1[CH:40]=[CH:39][CH:38]=[CH:37][CH:36]=1)[NH2:47]. The yield is 1.00. (2) The reactants are [OH:1][CH2:2][CH2:3][CH2:4][NH:5][C:6]1[C:7]2[N:8]([C:20]([CH:23]=O)=[CH:21][N:22]=2)[C:9]2[C:14]([N:15]=1)=[CH:13][C:12]([C:16]([F:19])([F:18])[F:17])=[CH:11][CH:10]=2.C(C=O)=O.N.[NH:30]1[CH:34]=[CH:33][N:32]=C1. The catalyst is CO. The product is [NH:30]1[CH:34]=[CH:33][N:32]=[C:23]1[C:20]1[N:8]2[C:9]3[C:14]([N:15]=[C:6]([NH:5][CH2:4][CH2:3][CH2:2][OH:1])[C:7]2=[N:22][CH:21]=1)=[CH:13][C:12]([C:16]([F:18])([F:17])[F:19])=[CH:11][CH:10]=3. The yield is 0.180.